From a dataset of Peptide-MHC class II binding affinity with 134,281 pairs from IEDB. Regression. Given a peptide amino acid sequence and an MHC pseudo amino acid sequence, predict their binding affinity value. This is MHC class II binding data. (1) The peptide sequence is TAAATAPADDKFTVF. The MHC is DRB1_0701 with pseudo-sequence DRB1_0701. The binding affinity (normalized) is 0.254. (2) The peptide sequence is TAWDFSSAGGFFTSV. The MHC is DRB3_0301 with pseudo-sequence DRB3_0301. The binding affinity (normalized) is 0.525. (3) The peptide sequence is NLIDTKCYKLEHPVTGCG. The MHC is DRB1_0401 with pseudo-sequence DRB1_0401. The binding affinity (normalized) is 0.543. (4) The peptide sequence is QFRRVKCKYPEGTKV. The MHC is HLA-DQA10501-DQB10201 with pseudo-sequence HLA-DQA10501-DQB10201. The binding affinity (normalized) is 0.0768. (5) The peptide sequence is KPPFSGMTGCGNTPI. The MHC is HLA-DQA10102-DQB10502 with pseudo-sequence HLA-DQA10102-DQB10502. The binding affinity (normalized) is 0. (6) The peptide sequence is GLIIGIFAVMLATLP. The MHC is DRB1_0405 with pseudo-sequence DRB1_0405. The binding affinity (normalized) is 0.443. (7) The peptide sequence is IVQTLNAMPEYQNLL. The MHC is HLA-DQA10101-DQB10501 with pseudo-sequence HLA-DQA10101-DQB10501. The binding affinity (normalized) is 0.382.